From a dataset of Full USPTO retrosynthesis dataset with 1.9M reactions from patents (1976-2016). Predict the reactants needed to synthesize the given product. (1) Given the product [NH2:20][C:17]1[CH:16]=[CH:15][C:14]([O:13][C:11]2[N:10]=[CH:9][N:8]=[C:7]([NH:6][C:4](=[O:5])[CH2:3][O:2][CH3:1])[CH:12]=2)=[CH:19][CH:18]=1, predict the reactants needed to synthesize it. The reactants are: [CH3:1][O:2][CH2:3][C:4]([NH:6][C:7]1[CH:12]=[C:11]([O:13][C:14]2[CH:19]=[CH:18][C:17]([N+:20]([O-])=O)=[CH:16][CH:15]=2)[N:10]=[CH:9][N:8]=1)=[O:5].[H][H]. (2) Given the product [Cl:12][C:4]1[CH:5]=[C:6]([C:8]([F:9])([F:10])[F:11])[CH:7]=[C:2]([Cl:1])[C:3]=1[N:13]1[C:17]([NH:18][CH2:19][C:20]2[CH:25]=[N:24][CH:23]=[CH:22][N:21]=2)=[C:16]([S:28][C:27]([F:31])([F:30])[F:26])[CH:15]=[N:14]1, predict the reactants needed to synthesize it. The reactants are: [Cl:1][C:2]1[CH:7]=[C:6]([C:8]([F:11])([F:10])[F:9])[CH:5]=[C:4]([Cl:12])[C:3]=1[N:13]1[C:17]([NH:18][CH2:19][C:20]2[CH:25]=[N:24][CH:23]=[CH:22][N:21]=2)=[CH:16][CH:15]=[N:14]1.[F:26][C:27]([F:31])([F:30])[S:28]Cl.C(=O)([O-])O.[Na+]. (3) Given the product [F:34][C:21]([CH3:33])([C:22]([NH:24][CH2:25][C:26]([F:31])([F:32])[C:27]([F:30])([F:29])[F:28])=[O:23])[C:20]([NH:19][C@@H:16]1[C:17](=[O:18])[N:11]([CH2:10][CH2:9][OH:8])[C:12]2[CH:43]=[CH:42][CH:41]=[CH:40][C:13]=2[C:14]2[CH:39]=[CH:38][CH:37]=[CH:36][C:15]1=2)=[O:35], predict the reactants needed to synthesize it. The reactants are: C([O:8][CH2:9][CH2:10][N:11]1[C:17](=[O:18])[C@@H:16]([NH:19][C:20](=[O:35])[C:21]([F:34])([CH3:33])[C:22]([NH:24][CH2:25][C:26]([F:32])([F:31])[C:27]([F:30])([F:29])[F:28])=[O:23])[C:15]2[CH:36]=[CH:37][CH:38]=[CH:39][C:14]=2[C:13]2[CH:40]=[CH:41][CH:42]=[CH:43][C:12]1=2)C1C=CC=CC=1.FC(F)(C(F)(F)F)CN. (4) The reactants are: C(Cl)(=O)C(Cl)=O.[CH3:7][C:8]1[CH:9]=[C:10]([CH:14]=[CH:15][C:16]=1[N:17]1[CH2:22][CH2:21][O:20][CH2:19][CH2:18]1)[C:11]([OH:13])=O.O[N:24]=[C:25]([C:27]1[CH:32]=[CH:31][CH:30]=[CH:29][C:28]=1[O:33][CH3:34])[NH2:26].CCN(C(C)C)C(C)C. Given the product [CH3:34][O:33][C:28]1[CH:29]=[CH:30][CH:31]=[CH:32][C:27]=1[C:25]1[N:24]=[C:11]([C:10]2[CH:14]=[CH:15][C:16]([N:17]3[CH2:22][CH2:21][O:20][CH2:19][CH2:18]3)=[C:8]([CH3:7])[CH:9]=2)[O:13][N:26]=1, predict the reactants needed to synthesize it. (5) Given the product [OH:1][C@@H:2]([C:19]1[C:20]([CH3:29])=[C:21]2[C:25](=[CH:26][CH:27]=1)[C:24](=[O:28])[O:23][CH2:22]2)[CH2:3][N:4]1[CH2:9][CH2:8][N:7]([C:10]([O:12][CH2:48][C:49]2[CH:54]=[CH:53][CH:52]=[CH:51][CH:50]=2)=[O:11])[CH2:6][C@H:5]1[CH2:17][OH:18], predict the reactants needed to synthesize it. The reactants are: [OH:1][C@@H:2]([C:19]1[C:20]([CH3:29])=[C:21]2[C:25](=[CH:26][CH:27]=1)[C:24](=[O:28])[O:23][CH2:22]2)[CH2:3][N:4]1[CH2:9][CH2:8][N:7]([C:10]([O:12]C(C)(C)C)=[O:11])[CH2:6][C@H:5]1[CH2:17][OH:18].FC(F)(F)C(O)=O.C(N(CC)CC)C.ClC(O[CH2:48][C:49]1[CH:54]=[CH:53][CH:52]=[CH:51][CH:50]=1)=O. (6) Given the product [NH2:1][C:2]1[N:10]=[CH:9][N:8]=[C:7]2[C:3]=1[N:4]=[CH:5][N:6]2[C@H:11]1[C@@H:15]2[O:16][C:17]([CH3:20])([CH3:19])[O:18][C@@H:14]2[C@@H:13]([CH2:21][N:22]([CH2:39][CH3:40])[CH:23]2[CH2:26][CH:25]([CH2:27][CH2:28][C:29]([OH:31])=[O:30])[CH2:24]2)[O:12]1, predict the reactants needed to synthesize it. The reactants are: [NH2:1][C:2]1[N:10]=[CH:9][N:8]=[C:7]2[C:3]=1[N:4]=[CH:5][N:6]2[C@H:11]1[C@@H:15]2[O:16][C:17]([CH3:20])([CH3:19])[O:18][C@@H:14]2[C@@H:13]([CH2:21][N:22]([CH2:39][CH3:40])[CH:23]2[CH2:26][CH:25]([CH2:27][CH2:28][C:29]([O:31]CC3C=CC=CC=3)=[O:30])[CH2:24]2)[O:12]1. (7) Given the product [Br:1][C:2]1[CH:3]=[C:4]2[C:10]([CH:14]([C:13]3[C:16]([Cl:21])=[CH:17][CH:18]=[C:19]([F:20])[C:12]=3[Cl:11])[OH:15])=[CH:9][NH:8][C:5]2=[N:6][CH:7]=1, predict the reactants needed to synthesize it. The reactants are: [Br:1][C:2]1[CH:3]=[C:4]2[CH:10]=[CH:9][NH:8][C:5]2=[N:6][CH:7]=1.[Cl:11][C:12]1[C:19]([F:20])=[CH:18][CH:17]=[C:16]([Cl:21])[C:13]=1[CH:14]=[O:15].[OH-].[K+].Cl.